Dataset: Catalyst prediction with 721,799 reactions and 888 catalyst types from USPTO. Task: Predict which catalyst facilitates the given reaction. (1) Reactant: ClC(Cl)(Cl)CO[C:5](=[O:19])[NH:6][C:7]1[N:8]([CH2:16][CH2:17][OH:18])[N:9]=[C:10]([C:12]([CH3:15])([CH3:14])[CH3:13])[CH:11]=1.[Cl:22][C:23]1[CH:28]=[CH:27][CH:26]=[C:25]([Cl:29])[C:24]=1[C:30]1[N:34]2[CH:35]=[C:36]([O:39][C@H:40]3[C:49]4[C:44](=[CH:45][CH:46]=[CH:47][CH:48]=4)[C@@H:43]([NH2:50])[CH2:42][CH2:41]3)[CH:37]=[CH:38][C:33]2=[N:32][N:31]=1.CCN(C(C)C)C(C)C. Product: [C:12]([C:10]1[CH:11]=[C:7]([NH:6][C:5]([NH:50][C@@H:43]2[C:44]3[C:49](=[CH:48][CH:47]=[CH:46][CH:45]=3)[C@H:40]([O:39][C:36]3[CH:37]=[CH:38][C:33]4[N:34]([C:30]([C:24]5[C:23]([Cl:22])=[CH:28][CH:27]=[CH:26][C:25]=5[Cl:29])=[N:31][N:32]=4)[CH:35]=3)[CH2:41][CH2:42]2)=[O:19])[N:8]([CH2:16][CH2:17][OH:18])[N:9]=1)([CH3:13])([CH3:14])[CH3:15]. The catalyst class is: 12. (2) Reactant: Cl.[Cl:2][C:3]1[CH:8]=[CH:7][C:6]([NH:9][NH2:10])=[CH:5][CH:4]=1.CC[N:13]([CH2:16]C)[CH2:14][CH3:15].[CH3:18][CH2:19][OH:20]. Product: [Cl:2][C:3]1[CH:8]=[CH:7][C:6]([N:9]2[C:15]3[CH:14]=[N:13][CH:16]=[N:9][C:6]=3[C:5]([CH:4]3[CH2:3][CH2:8][O:20][CH2:19][CH2:18]3)=[N:10]2)=[CH:5][CH:4]=1. The catalyst class is: 52. (3) Reactant: Cl[C:2]1[N:11]=[CH:10][C:9]2[C:4](=[CH:5][CH:6]=[C:7]([O:12][CH3:13])[CH:8]=2)[N:3]=1.[O:14]1[CH2:19][CH2:18][N:17]([C:20]2[CH:26]=[CH:25][CH:24]=[CH:23][C:21]=2[NH2:22])[CH2:16][CH2:15]1. Product: [CH3:13][O:12][C:7]1[CH:8]=[C:9]2[C:4](=[CH:5][CH:6]=1)[N:3]=[C:2]([NH:22][C:21]1[CH:23]=[CH:24][CH:25]=[CH:26][C:20]=1[N:17]1[CH2:18][CH2:19][O:14][CH2:15][CH2:16]1)[N:11]=[CH:10]2. The catalyst class is: 8. (4) Reactant: [F:1][C:2]1[C:7]([F:8])=[CH:6][CH:5]=[C:4]([N+:9]([O-])=O)[C:3]=1[NH:12][C:13]1[CH:18]=[CH:17][CH:16]=[CH:15][CH:14]=1.[Cl-].[NH4+]. Product: [F:1][C:2]1[C:7]([F:8])=[CH:6][CH:5]=[C:4]([NH2:9])[C:3]=1[NH:12][C:13]1[CH:18]=[CH:17][CH:16]=[CH:15][CH:14]=1. The catalyst class is: 406.